This data is from Full USPTO retrosynthesis dataset with 1.9M reactions from patents (1976-2016). The task is: Predict the reactants needed to synthesize the given product. (1) Given the product [Br:1][C:2]1[CH:10]=[C:9]2[C:5]([CH:6]=[C:7]([C:11]([N:13]3[CH2:14][CH2:15][N:16]([S:19]([N:22]4[CH2:23][CH2:24][CH2:25][CH2:26][CH2:27]4)(=[O:21])=[O:20])[CH2:17][CH2:18]3)=[O:12])[N:8]2[C:43]2[CH:42]=[CH:41][N:40]=[C:39]([Cl:38])[CH:44]=2)=[CH:4][C:3]=1[O:28][CH:29]1[CH2:30][CH2:31][N:32]([CH:35]([CH3:37])[CH3:36])[CH2:33][CH2:34]1, predict the reactants needed to synthesize it. The reactants are: [Br:1][C:2]1[CH:10]=[C:9]2[C:5]([CH:6]=[C:7]([C:11]([N:13]3[CH2:18][CH2:17][N:16]([S:19]([N:22]4[CH2:27][CH2:26][CH2:25][CH2:24][CH2:23]4)(=[O:21])=[O:20])[CH2:15][CH2:14]3)=[O:12])[NH:8]2)=[CH:4][C:3]=1[O:28][CH:29]1[CH2:34][CH2:33][N:32]([CH:35]([CH3:37])[CH3:36])[CH2:31][CH2:30]1.[Cl:38][C:39]1[CH:44]=[C:43](B(O)O)[CH:42]=[CH:41][N:40]=1.N1C=CC=CC=1. (2) Given the product [Br:1][C:2]1[CH:3]=[N:4][C:5]2[N:6]([N:8]=[C:9]([C:11]([N:28]3[CH2:27][CH2:26][N:25]4[C:21]([C:20]5[C:15]([F:14])=[N:16][CH:17]=[CH:18][CH:19]=5)=[CH:22][N:23]=[C:24]4[CH2:29]3)=[O:13])[CH:10]=2)[CH:7]=1, predict the reactants needed to synthesize it. The reactants are: [Br:1][C:2]1[CH:3]=[N:4][C:5]2[N:6]([N:8]=[C:9]([C:11]([OH:13])=O)[CH:10]=2)[CH:7]=1.[F:14][C:15]1[C:20]([C:21]2[N:25]3[CH2:26][CH2:27][NH:28][CH2:29][C:24]3=[N:23][CH:22]=2)=[CH:19][CH:18]=[CH:17][N:16]=1.